The task is: Predict the reaction yield, written as a fraction of the theoretical maximum amount of product (1.0 means a 100% yield; for example, 0.34 means a 34% yield).. This data is from Reaction yield outcomes from USPTO patents with 853,638 reactions. (1) The reactants are [CH:1]([C@H:3]1[CH2:7][CH2:6][C:5](=[O:8])[N:4]1[CH2:9][CH2:10][CH2:11][CH2:12][CH2:13][CH2:14][C:15]([O:17][CH3:18])=[O:16])=O.[CH3:19][CH:20]([CH2:30][C:31]#[C:32][CH3:33])[C:21](=[O:29])[CH2:22]P(=O)(OC)OC.[Cl-].[Li+].C(N(CC)CC)C.[Cl-].[NH4+]. The catalyst is C1COCC1. The product is [CH3:19][CH:20]([CH2:30][C:31]#[C:32][CH3:33])[C:21](=[O:29])/[CH:22]=[CH:1]/[C@H:3]1[CH2:7][CH2:6][C:5](=[O:8])[N:4]1[CH2:9][CH2:10][CH2:11][CH2:12][CH2:13][CH2:14][C:15]([O:17][CH3:18])=[O:16]. The yield is 0.510. (2) The reactants are [F:1][C:2]1[CH:9]=[CH:8][C:5]([CH:6]=O)=[C:4]([C:10]([F:13])([F:12])[F:11])[CH:3]=1.Cl.[O:15]([NH2:17])[CH3:16]. No catalyst specified. The product is [CH3:16][O:15][N:17]=[CH:6][C:5]1[CH:8]=[CH:9][C:2]([F:1])=[CH:3][C:4]=1[C:10]([F:13])([F:12])[F:11]. The yield is 0.930. (3) The reactants are [CH2:1]([NH:5][CH2:6][CH2:7][C:8]1[S:12][C:11]([CH3:13])=[N:10][C:9]=1[C:14]1[CH:34]=[CH:33][C:17]([O:18][CH2:19][CH2:20][CH2:21][CH2:22][CH2:23][O:24][C:25]2[CH:32]=[CH:31][C:28]([C:29]#[N:30])=[CH:27][CH:26]=2)=[CH:16][CH:15]=1)[CH:2]([CH3:4])[CH3:3].CN(C)C=O.[C:40](Cl)(=[O:47])[C:41]1[CH:46]=[CH:45][CH:44]=[N:43][CH:42]=1.[H-].[Na+]. The catalyst is C(OCC)(=O)C.CO.CCCCCC. The product is [CH2:1]([N:5]([C:40]([C:41]1[CH:42]=[N:43][CH:44]=[CH:45][CH:46]=1)=[O:47])[CH2:6][CH2:7][C:8]1[S:12][C:11]([CH3:13])=[N:10][C:9]=1[C:14]1[CH:15]=[CH:16][C:17]([O:18][CH2:19][CH2:20][CH2:21][CH2:22][CH2:23][O:24][C:25]2[CH:26]=[CH:27][C:28]([C:29]#[N:30])=[CH:31][CH:32]=2)=[CH:33][CH:34]=1)[CH:2]([CH3:4])[CH3:3]. The yield is 0.530. (4) The reactants are [CH3:1][N:2]([CH2:4][C:5]1[CH:12]=[CH:11][C:8]([CH:9]=O)=[CH:7][CH:6]=1)[CH3:3].[NH2:13][C:14]1[CH:22]=[C:21]([F:23])[CH:20]=[C:19]2[C:15]=1[CH2:16][O:17][C:18]2=[O:24].S([O-])([O-])(=O)=O.[Mg+2]. The catalyst is C(#N)C. The product is [CH3:1][N:2]([CH2:4][C:5]1[CH:12]=[CH:11][C:8](/[CH:9]=[N:13]/[C:14]2[CH:22]=[C:21]([F:23])[CH:20]=[C:19]3[C:15]=2[CH2:16][O:17][C:18]3=[O:24])=[CH:7][CH:6]=1)[CH3:3]. The yield is 0.600. (5) The reactants are [CH3:1][O:2][C:3]1[CH:8]=[CH:7][C:6]([CH:9]=[CH:10][N+:11]([O-])=O)=[CH:5][C:4]=1[O:14][CH3:15].[Li+].[BH4-].Cl[Si](C)(C)C. The catalyst is C1COCC1. The product is [CH3:15][O:14][C:4]1[CH:5]=[C:6]([CH2:9][CH2:10][NH2:11])[CH:7]=[CH:8][C:3]=1[O:2][CH3:1]. The yield is 1.00. (6) The reactants are [CH:1]1([S:4]([NH2:7])(=[O:6])=[O:5])[CH2:3][CH2:2]1.[H-].[Na+].[F:10][C:11]1[CH:16]=[CH:15][C:14]([N:17]2[CH2:22][CH2:21][O:20][CH2:19][CH2:18]2)=[CH:13][C:12]=1[CH:23]1[C:32]([CH3:34])([CH3:33])[CH2:31][C:30]2[C:25](=[CH:26][CH:27]=[C:28]([C:35](O)=[O:36])[CH:29]=2)[NH:24]1.C(N1C=CN=C1)(N1C=CN=C1)=O. The catalyst is CN(C)C=O. The product is [F:10][C:11]1[CH:16]=[CH:15][C:14]([N:17]2[CH2:22][CH2:21][O:20][CH2:19][CH2:18]2)=[CH:13][C:12]=1[CH:23]1[C:32]([CH3:33])([CH3:34])[CH2:31][C:30]2[C:25](=[CH:26][CH:27]=[C:28]([C:35]([NH:7][S:4]([CH:1]3[CH2:3][CH2:2]3)(=[O:6])=[O:5])=[O:36])[CH:29]=2)[NH:24]1. The yield is 0.300. (7) The reactants are [O:1]=[C:2]1[C:7]([CH2:8][C:9]2[CH:14]=[CH:13][C:12]([C:15]3[C:16]([C:21]#[N:22])=[CH:17][CH:18]=[CH:19][CH:20]=3)=[CH:11][CH:10]=2)=[C:6]([CH2:23][CH2:24][CH3:25])[N:5]2[N:26]=[CH:27][N:28]=[C:4]2[N:3]1[CH:29]1[CH2:34][CH2:33][CH:32]([O:35][CH2:36][CH:37]=C)[CH2:31][CH2:30]1.I([O-])(=O)(=O)=[O:40].[Na+].CC(C)=O.C(#N)C. The catalyst is C(OCC)(=O)C.O.[Os]=O. The product is [OH:40][CH2:37][CH2:36][O:35][CH:32]1[CH2:33][CH2:34][CH:29]([N:3]2[C:2](=[O:1])[C:7]([CH2:8][C:9]3[CH:14]=[CH:13][C:12]([C:15]4[C:16]([C:21]#[N:22])=[CH:17][CH:18]=[CH:19][CH:20]=4)=[CH:11][CH:10]=3)=[C:6]([CH2:23][CH2:24][CH3:25])[N:5]3[N:26]=[CH:27][N:28]=[C:4]23)[CH2:30][CH2:31]1. The yield is 0.790. (8) The reactants are O.[OH-].[Li+].O.C[O:6][C:7]([C:9]12[CH2:16][CH2:15][C:12]([N:17]([CH2:19][C:20]3[CH:29]=[CH:28][C:27]4[C:22](=[CH:23][CH:24]=[C:25]([O:30][C@H:31]5[CH2:36][CH2:35][C@H:34]([C:37]([CH3:40])([CH3:39])[CH3:38])[CH2:33][CH2:32]5)[CH:26]=4)[CH:21]=3)[CH3:18])([CH2:13][CH2:14]1)[CH2:11][CH2:10]2)=[O:8].O1CCCC1.CO. No catalyst specified. The product is [C:37]([C@H:34]1[CH2:33][CH2:32][C@H:31]([O:30][C:25]2[CH:26]=[C:27]3[C:22](=[CH:23][CH:24]=2)[CH:21]=[C:20]([CH2:19][N:17]([CH3:18])[C:12]24[CH2:13][CH2:14][C:9]([C:7]([OH:8])=[O:6])([CH2:10][CH2:11]2)[CH2:16][CH2:15]4)[CH:29]=[CH:28]3)[CH2:36][CH2:35]1)([CH3:40])([CH3:38])[CH3:39]. The yield is 1.00. (9) The yield is 0.550. The catalyst is O(C1C=CC=CC=1)C1C=CC=CC=1. The reactants are CC([N:5]=[C:6]([C:10]1[CH:11]=[C:12]2[C:16](=[CH:17][CH:18]=1)[N:15]([CH3:19])[CH:14]=[CH:13]2)[CH2:7][CH2:8][CH3:9])(C)C.[CH:20]([C:29]([O:31][CH3:32])=[O:30])([C:25](OC)=[O:26])[C:21](OC)=[O:22]. The product is [CH2:8]([C:7]1[C:21]([OH:22])=[C:20]([C:29]([O:31][CH3:32])=[O:30])[C:25](=[O:26])[NH:5][C:6]=1[C:10]1[CH:11]=[C:12]2[C:16](=[CH:17][CH:18]=1)[N:15]([CH3:19])[CH:14]=[CH:13]2)[CH3:9]. (10) The reactants are [CH2:1]([O:4][C:5]1([CH3:38])[CH2:10][CH2:9][N:8]([C:11]2[C:12]3[N:13]([N:28]=[C:29]([C:31]4[CH:36]=[CH:35][CH:34]=[C:33](Br)[CH:32]=4)[CH:30]=3)[CH:14]=[C:15]([CH3:27])[C:16]=2[C@H:17]([O:22][C:23]([CH3:26])([CH3:25])[CH3:24])[C:18]([O:20][CH3:21])=[O:19])[CH2:7][CH2:6]1)[CH:2]=[CH2:3].[OH:39][C:40]1[CH:45]=[CH:44][C:43]([CH3:46])=[CH:42][C:41]=1B(O)O.C([O-])([O-])=O.[Na+].[Na+]. The catalyst is CN(C=O)C.O.C1C=CC([P]([Pd]([P](C2C=CC=CC=2)(C2C=CC=CC=2)C2C=CC=CC=2)([P](C2C=CC=CC=2)(C2C=CC=CC=2)C2C=CC=CC=2)[P](C2C=CC=CC=2)(C2C=CC=CC=2)C2C=CC=CC=2)(C2C=CC=CC=2)C2C=CC=CC=2)=CC=1. The product is [CH2:1]([O:4][C:5]1([CH3:38])[CH2:10][CH2:9][N:8]([C:11]2[C:12]3[N:13]([N:28]=[C:29]([C:31]4[CH:32]=[C:33]([C:41]5[CH:42]=[C:43]([CH3:46])[CH:44]=[CH:45][C:40]=5[OH:39])[CH:34]=[CH:35][CH:36]=4)[CH:30]=3)[CH:14]=[C:15]([CH3:27])[C:16]=2[C@H:17]([O:22][C:23]([CH3:26])([CH3:25])[CH3:24])[C:18]([O:20][CH3:21])=[O:19])[CH2:7][CH2:6]1)[CH:2]=[CH2:3]. The yield is 0.940.